The task is: Predict the product of the given reaction.. This data is from Forward reaction prediction with 1.9M reactions from USPTO patents (1976-2016). (1) Given the reactants [CH2:1]([O:8][C:9]([N:11]1[CH2:16][CH:15]=[CH:14][CH2:13][CH2:12]1)=[O:10])[C:2]1[CH:7]=[CH:6][CH:5]=[CH:4][CH:3]=1.ClC1C=C(C=CC=1)C(OO)=[O:22], predict the reaction product. The product is: [CH2:1]([O:8][C:9]([N:11]1[CH2:12][CH2:13][CH:14]2[CH:15]([O:22]2)[CH2:16]1)=[O:10])[C:2]1[CH:3]=[CH:4][CH:5]=[CH:6][CH:7]=1. (2) Given the reactants [CH2:1]([C:3]1[CH:12]=[CH:11][C:6]([C:7]([O:9][CH3:10])=[O:8])=[C:5]([OH:13])[CH:4]=1)[CH3:2].[Br:14]Br.O, predict the reaction product. The product is: [Br:14][C:12]1[C:3]([CH2:1][CH3:2])=[CH:4][C:5]([OH:13])=[C:6]([CH:11]=1)[C:7]([O:9][CH3:10])=[O:8]. (3) Given the reactants C(OC(=O)[NH:7][C:8]1[CH:13]=[CH:12][C:11]([C:14]2[CH:19]=[CH:18][CH:17]=[CH:16][CH:15]=2)=[CH:10][C:9]=1[NH2:20])(C)(C)C.[Cl:22][C:23]1[CH:24]=[C:25]([C:29]2OC(C)(C)O[C:31](=[O:37])[CH:30]=2)[CH:26]=[CH:27][CH:28]=1.C(O)(C(F)(F)F)=O, predict the reaction product. The product is: [Cl:22][C:23]1[CH:24]=[C:25]([C:29]2[CH2:30][C:31](=[O:37])[NH:20][C:9]3[CH:10]=[C:11]([C:14]4[CH:19]=[CH:18][CH:17]=[CH:16][CH:15]=4)[CH:12]=[CH:13][C:8]=3[N:7]=2)[CH:26]=[CH:27][CH:28]=1. (4) Given the reactants [BH4-].[Na+].[OH:3][NH:4][C:5](=[O:34])[CH:6]([CH2:16][S:17]([C:20]1[CH:25]=[CH:24][C:23]([C:26](=[O:33])[C:27]2[CH:32]=[CH:31][CH:30]=[CH:29][CH:28]=2)=[CH:22][CH:21]=1)(=[O:19])=[O:18])[CH2:7][CH2:8][CH2:9][C:10]1[CH:15]=[CH:14][CH:13]=[CH:12][CH:11]=1, predict the reaction product. The product is: [OH:3][NH:4][C:5](=[O:34])[CH:6]([CH2:16][S:17]([C:20]1[CH:21]=[CH:22][C:23]([CH:26]([OH:33])[C:27]2[CH:32]=[CH:31][CH:30]=[CH:29][CH:28]=2)=[CH:24][CH:25]=1)(=[O:18])=[O:19])[CH2:7][CH2:8][CH2:9][C:10]1[CH:11]=[CH:12][CH:13]=[CH:14][CH:15]=1.